Task: Regression/Classification. Given a drug SMILES string, predict its absorption, distribution, metabolism, or excretion properties. Task type varies by dataset: regression for continuous measurements (e.g., permeability, clearance, half-life) or binary classification for categorical outcomes (e.g., BBB penetration, CYP inhibition). Dataset: cyp2c19_veith.. Dataset: CYP2C19 inhibition data for predicting drug metabolism from PubChem BioAssay (1) The drug is Ic1ccc(N2CCN(Cc3c[nH]c4ncccc34)CC2)cc1. The result is 0 (non-inhibitor). (2) The molecule is CSC(N)=[NH2+].CSC(N)=[NH2+].O=S(=O)([O-])[O-]. The result is 1 (inhibitor). (3) The molecule is CCOc1cc2[nH]c(=O)n(CCC(=O)NCc3ccc(OC)cc3)c(=O)c2cc1OCC. The result is 0 (non-inhibitor).